Dataset: Forward reaction prediction with 1.9M reactions from USPTO patents (1976-2016). Task: Predict the product of the given reaction. (1) Given the reactants [Br:1][C:2]1[CH:3]=[CH:4][C:5]([C:9]([OH:12])([CH3:11])[CH3:10])=[C:6](O)[CH:7]=1.[H-].[Na+].[CH3:15]I.CN([CH:20]=[O:21])C, predict the reaction product. The product is: [Br:1][C:2]1[CH:3]=[CH:4][C:5]([C:9]([O:12][CH3:15])([CH3:11])[CH3:10])=[C:6]([O:21][CH3:20])[CH:7]=1. (2) The product is: [F:34][C:18]1[CH:17]=[C:16]([C:11]2[C:10]([C:8]#[N:9])=[CH:15][CH:14]=[CH:13][CH:12]=2)[CH:21]=[CH:20][C:19]=1[CH2:22][C:23]1[C:24](=[O:25])[NH:7][C:4]2[N:5]([N:6]=[CH:2][N:3]=2)[C:29]=1[CH2:30][CH2:31][CH3:32]. Given the reactants C[C:2]1[NH:3][C:4]([NH2:7])=[N:5][N:6]=1.[C:8]([C:10]1[CH:15]=[CH:14][CH:13]=[CH:12][C:11]=1[C:16]1[CH:21]=[CH:20][C:19]([CH2:22][CH:23]([C:29](=O)[CH2:30][CH2:31][CH3:32])[C:24](OCC)=[O:25])=[C:18]([F:34])[CH:17]=1)#[N:9], predict the reaction product. (3) Given the reactants [CH2:1]([O:8][C:9]1[CH:14]=[C:13]([CH3:15])[C:12]([CH:16]2[C:20](=[O:21])[CH:19]=[CH:18][C:17]2=[O:22])=[C:11]([CH3:23])[CH:10]=1)[C:2]1[CH:7]=[CH:6][CH:5]=[CH:4][CH:3]=1.[O:24]1[CH:28]=[CH:27][CH:26]=[CH:25]1.[I-].[Mg+2].[I-], predict the reaction product. The product is: [CH2:1]([O:8][C:9]1[CH:14]=[C:13]([CH3:15])[C:12]([CH:16]2[C:17](=[O:22])[CH:18]3[CH:19]([CH:25]4[O:24][CH:28]3[CH:27]=[CH:26]4)[C:20]2=[O:21])=[C:11]([CH3:23])[CH:10]=1)[C:2]1[CH:3]=[CH:4][CH:5]=[CH:6][CH:7]=1. (4) Given the reactants N1C(C(N)=O)=CN2C=1C1C=CC=CC=1OCC2.Br[C:19]1[CH:20]=[CH:21][C:22]2[O:28][CH2:27][CH2:26][N:25]3[C:29]([CH2:35]N4C5C=CC=CC=5N=C4C)=[C:30]([C:32]([NH2:34])=[O:33])[N:31]=[C:24]3[C:23]=2[CH:46]=1.[Cl:47][C:48]1[CH:53]=[CH:52][CH:51]=[CH:50][C:49]=1[OH:54].[CH3:55][C:56]1[O:60][N:59]=[C:58]([C@:61]([OH:65])([C:63]#[CH:64])[CH3:62])[CH:57]=1, predict the reaction product. The product is: [Cl:47][C:48]1[CH:53]=[CH:52][CH:51]=[CH:50][C:49]=1[O:54][CH2:35][C:29]1[N:25]2[CH2:26][CH2:27][O:28][C:22]3[CH:21]=[CH:20][C:19]([C:64]#[C:63][C@@:61]([OH:65])([C:58]4[CH:57]=[C:56]([CH3:55])[O:60][N:59]=4)[CH3:62])=[CH:46][C:23]=3[C:24]2=[N:31][C:30]=1[C:32]([NH2:34])=[O:33]. (5) Given the reactants C[O:2][C:3]1[N:8]=[C:7]([C:9]([NH:11][CH2:12][CH:13]2[CH2:18][CH2:17][O:16][CH2:15][CH2:14]2)=[O:10])[C:6]([NH:19][C:20]([C:22]2[C:31]3[C:26](=[CH:27][CH:28]=[CH:29][CH:30]=3)[C:25]([CH2:32][N:33]3[CH:37]=[CH:36][N:35]=[N:34]3)=[CH:24][CH:23]=2)=[O:21])=[CH:5][CH:4]=1.Cl.N1C=CC=CC=1, predict the reaction product. The product is: [OH:2][C:3]1[N:8]=[C:7]([C:9]([NH:11][CH2:12][CH:13]2[CH2:14][CH2:15][O:16][CH2:17][CH2:18]2)=[O:10])[C:6]([NH:19][C:20]([C:22]2[C:31]3[C:26](=[CH:27][CH:28]=[CH:29][CH:30]=3)[C:25]([CH2:32][N:33]3[CH:37]=[CH:36][N:35]=[N:34]3)=[CH:24][CH:23]=2)=[O:21])=[CH:5][CH:4]=1.